Predict the reactants needed to synthesize the given product. From a dataset of Retrosynthesis with 50K atom-mapped reactions and 10 reaction types from USPTO. (1) Given the product CCOC(=O)/C=C/c1cccc2nscc12, predict the reactants needed to synthesize it. The reactants are: CCOC(=O)CP(=O)(OCC)OCC.O=Cc1cccc2nscc12. (2) Given the product CC(C(=O)N1C(=O)OC[C@@H]1Cc1ccccc1)c1ccccc1, predict the reactants needed to synthesize it. The reactants are: CC(C(=O)O)c1ccccc1.O=C1N[C@@H](Cc2ccccc2)CO1. (3) Given the product CCCC1C(=O)N(Cc2ccc3c(N)ncnc3c2)CCN1C(=O)CC(=O)c1ccc(Cl)s1, predict the reactants needed to synthesize it. The reactants are: CC(C)(C)OC(=O)CC(=O)c1ccc(Cl)s1.CCCC1NCCN(Cc2ccc3c(N)ncnc3c2)C1=O. (4) The reactants are: CC1(C)CC(c2cccc(N)c2)Nc2ccc(C#N)cc21.CS(=O)(=O)Cl. Given the product CC1(C)CC(c2cccc(NS(C)(=O)=O)c2)Nc2ccc(C#N)cc21, predict the reactants needed to synthesize it. (5) Given the product C[C@H](Nc1ccccc1N)C(=O)OC(C)(C)C, predict the reactants needed to synthesize it. The reactants are: C[C@H](Nc1ccccc1[N+](=O)[O-])C(=O)OC(C)(C)C.